Task: Predict the reaction yield, written as a fraction of the theoretical maximum amount of product (1.0 means a 100% yield; for example, 0.34 means a 34% yield).. Dataset: Reaction yield outcomes from USPTO patents with 853,638 reactions (1) The reactants are [Li].[CH3:2][Si:3]([CH3:6])([CH3:5])Cl.[N:7]1[CH:12]=[C:11]([C@@H:13]2[CH2:18][CH2:17][CH2:16][N:14]2[CH3:15])[CH:10]=[CH:9][CH:8]=1. The catalyst is C1COCC1. The product is [CH3:15][N:14]1[CH2:16][CH2:17][CH2:18][CH:13]1[C:11]1[CH:10]([Si:3]([CH3:6])([CH3:5])[CH3:2])[CH:9]=[CH:8][N:7]([Si:3]([CH3:6])([CH3:5])[CH3:2])[CH:12]=1. The yield is 0.710. (2) The reactants are Cl[C:2]1[N:10]=[C:9]2[C:5]([N:6]=[C:7]([CH2:12][N:13]3[CH2:18][CH2:17][CH:16]([CH:19]4[CH2:22][O:21][CH2:20]4)[CH2:15][CH2:14]3)[N:8]2[CH3:11])=[C:4]([N:23]2[CH2:28][CH2:27][O:26][CH2:25][CH2:24]2)[N:3]=1.[CH3:29][C:30]1[NH:34][C:33]2[CH:35]=[CH:36][CH:37]=[CH:38][C:32]=2[N:31]=1.CC(C1C=C(C(C)C)C(C2C=CC=CC=2P(C2CCCCC2)C2CCCCC2)=C(C(C)C)C=1)C.C(=O)([O-])[O-].[Cs+].[Cs+]. The catalyst is CN(C=O)C.C1C=CC(/C=C/C(/C=C/C2C=CC=CC=2)=O)=CC=1.C1C=CC(/C=C/C(/C=C/C2C=CC=CC=2)=O)=CC=1.C1C=CC(/C=C/C(/C=C/C2C=CC=CC=2)=O)=CC=1.[Pd].[Pd]. The product is [CH3:11][N:8]1[C:7]([CH2:12][N:13]2[CH2:14][CH2:15][CH:16]([CH:19]3[CH2:22][O:21][CH2:20]3)[CH2:17][CH2:18]2)=[N:6][C:5]2[C:9]1=[N:10][C:2]([N:31]1[C:32]3[CH:38]=[CH:37][CH:36]=[CH:35][C:33]=3[N:34]=[C:30]1[CH3:29])=[N:3][C:4]=2[N:23]1[CH2:28][CH2:27][O:26][CH2:25][CH2:24]1. The yield is 0.230. (3) The reactants are C1([C@H](C2C=CC=C([O:15][CH2:16][C:17]3[CH:22]=[CH:21][C:20](C4C=C(OC)C=CC=4F)=[C:19]([C@@H:32]4[CH2:36][CH2:35][CH2:34][C:33]4([CH3:38])[CH3:37])[CH:18]=3)C=2)CC(O)=O)CC1.[C:39](=O)([O-])[O-:40].[K+].[K+].[F:45][CH:46]([F:63])[C:47]1[CH:48]=[CH:49][C:50]([F:62])=[C:51](B2OC(C)(C)C(C)(C)O2)[CH:52]=1. The catalyst is CN(C=O)C.O.C1C=CC([P]([Pd]([P](C2C=CC=CC=2)(C2C=CC=CC=2)C2C=CC=CC=2)([P](C2C=CC=CC=2)(C2C=CC=CC=2)C2C=CC=CC=2)[P](C2C=CC=CC=2)(C2C=CC=CC=2)C2C=CC=CC=2)(C2C=CC=CC=2)C2C=CC=CC=2)=CC=1. The product is [F:63][CH:46]([F:45])[C:47]1[CH:48]=[CH:49][C:50]([F:62])=[C:51]([C:20]2[CH:21]=[CH:22][C:17]([C:16]([O:40][CH3:39])=[O:15])=[CH:18][C:19]=2[C:32]2[C:33]([CH3:38])([CH3:37])[CH2:34][CH2:35][CH:36]=2)[CH:52]=1. The yield is 0.900. (4) The reactants are [CH3:1][C:2]1([CH3:28])[CH2:7][CH2:6][C:5]([C:8]2[CH:13]=[C:12]([C:14](O)([CH3:16])[CH3:15])[CH:11]=[CH:10][C:9]=2[NH:18][C:19]([C:21]2[NH:22][CH:23]=[C:24]([C:26]#[N:27])[N:25]=2)=[O:20])=[CH:4][CH2:3]1.O=S(Cl)Cl.[NH:33]1[CH2:38][CH2:37][S:36][CH2:35][CH2:34]1.CCOC(C)=O. The catalyst is C(Cl)Cl. The product is [CH3:1][C:2]1([CH3:28])[CH2:7][CH2:6][C:5]([C:8]2[CH:13]=[C:12]([C:14]([CH3:16])([N:33]3[CH2:38][CH2:37][S:36][CH2:35][CH2:34]3)[CH3:15])[CH:11]=[CH:10][C:9]=2[NH:18][C:19]([C:21]2[NH:22][CH:23]=[C:24]([C:26]#[N:27])[N:25]=2)=[O:20])=[CH:4][CH2:3]1. The yield is 0.880. (5) The reactants are [CH:1](=O)[C:2]1[CH:7]=[CH:6][CH:5]=[CH:4][CH:3]=1.[NH2:9][CH2:10][CH2:11][C:12]1[CH:17]=[CH:16][C:15]([OH:18])=[CH:14][CH:13]=1.[BH4-].[Na+]. The catalyst is CO. The product is [CH2:1]([NH:9][CH2:10][CH2:11][C:12]1[CH:17]=[CH:16][C:15]([OH:18])=[CH:14][CH:13]=1)[C:2]1[CH:7]=[CH:6][CH:5]=[CH:4][CH:3]=1. The yield is 0.610. (6) The reactants are [CH3:1][C:2]1[O:6][N:5]=[C:4]([C:7]2[CH:12]=[CH:11][CH:10]=[CH:9][CH:8]=2)[C:3]=1[CH2:13][O:14][C:15]1[CH:23]=[CH:22][C:18]([C:19]([OH:21])=O)=[CH:17][N:16]=1.Cl.[F:25][C:26]1([F:32])[CH2:31][CH2:30][NH:29][CH2:28][CH2:27]1. No catalyst specified. The product is [F:25][C:26]1([F:32])[CH2:31][CH2:30][N:29]([C:19]([C:18]2[CH:17]=[N:16][C:15]([O:14][CH2:13][C:3]3[C:4]([C:7]4[CH:8]=[CH:9][CH:10]=[CH:11][CH:12]=4)=[N:5][O:6][C:2]=3[CH3:1])=[CH:23][CH:22]=2)=[O:21])[CH2:28][CH2:27]1. The yield is 0.980.